This data is from Full USPTO retrosynthesis dataset with 1.9M reactions from patents (1976-2016). The task is: Predict the reactants needed to synthesize the given product. (1) Given the product [Cl:1][C:2]1[CH:7]=[CH:6][CH:5]=[CH:4][C:3]=1[O:8][CH2:10][C@H:11]([CH3:14])[CH2:12][Cl:13], predict the reactants needed to synthesize it. The reactants are: [Cl:1][C:2]1[CH:7]=[CH:6][CH:5]=[CH:4][C:3]=1[OH:8].Br[CH2:10][C@H:11]([CH3:14])[CH2:12][Cl:13]. (2) Given the product [CH2:15]([O:17][C:18](=[O:24])[CH:19]=[CH:20][C:21](=[O:22])[N:1]([CH2:2][CH2:3][CH2:4][N:5]([CH3:6])[CH3:7])[CH2:8][CH2:9][CH2:10][N:11]([CH3:13])[CH3:12])[CH3:16], predict the reactants needed to synthesize it. The reactants are: [NH:1]([CH2:8][CH2:9][CH2:10][N:11]([CH3:13])[CH3:12])[CH2:2][CH2:3][CH2:4][N:5]([CH3:7])[CH3:6].[Cl-].[CH2:15]([O:17][C:18](=[O:24])/[CH:19]=[CH:20]/[C:21](O)=[O:22])[CH3:16].C([O-])(O)=O.[Na+]. (3) Given the product [Br:1][C:2]1[C:7]([CH3:8])=[CH:6][C:5]([CH2:9][CH2:10][C:11](=[O:13])[CH3:12])=[CH:4][C:3]=1[CH3:14], predict the reactants needed to synthesize it. The reactants are: [Br:1][C:2]1[C:7]([CH3:8])=[CH:6][C:5]([CH2:9][CH2:10][CH:11]([OH:13])[CH3:12])=[CH:4][C:3]=1[CH3:14].CC(OI1(OC(C)=O)(OC(C)=O)OC(=O)C2C=CC=CC1=2)=O. (4) Given the product [CH3:1][NH:2][C:24](=[O:26])[CH2:23][O:22][C:12]1[C:21]2[C:16](=[CH:17][CH:18]=[CH:19][CH:20]=2)[CH:15]=[CH:14][CH:13]=1, predict the reactants needed to synthesize it. The reactants are: [CH3:1][N:2](C)CCCN=C=NCC.[C:12]1([O:22][CH2:23][C:24]([OH:26])=O)[C:21]2[C:16](=[CH:17][CH:18]=[CH:19][CH:20]=2)[CH:15]=[CH:14][CH:13]=1.ON1C2C=CC=CC=2N=N1.CN. (5) Given the product [O:1]1[C:6]2[CH:7]=[CH:8][CH:9]=[CH:10][C:5]=2[N:4]([C:11]([C:13]2[CH:22]=[CH:21][C:16]([C:17]([OH:19])=[O:18])=[CH:15][CH:14]=2)=[O:12])[CH2:3][CH2:2]1, predict the reactants needed to synthesize it. The reactants are: [O:1]1[C:6]2[CH:7]=[CH:8][CH:9]=[CH:10][C:5]=2[N:4]([C:11]([C:13]2[CH:22]=[CH:21][C:16]([C:17]([O:19]C)=[O:18])=[CH:15][CH:14]=2)=[O:12])[CH2:3][CH2:2]1.[OH-].[Li+]. (6) Given the product [F:1][CH2:2][CH2:3][O:4][C:37]1[CH:36]=[CH:35][C:32]([CH:33]=[O:34])=[CH:31][C:30]=1[OH:29], predict the reactants needed to synthesize it. The reactants are: [F:1][CH2:2][CH2:3][OH:4].C(N(CC)C(C)C)(C)C.O(S(C(F)(F)F)(=O)=O)S(C(F)(F)F)(=O)=O.[OH:29][C:30]1[CH:31]=[C:32]([CH:35]=[CH:36][C:37]=1O)[CH:33]=[O:34].